This data is from Full USPTO retrosynthesis dataset with 1.9M reactions from patents (1976-2016). The task is: Predict the reactants needed to synthesize the given product. (1) Given the product [ClH:1].[ClH:32].[Cl:1][C:2]1[CH:3]=[C:4]([CH2:9][NH:10][CH:11]2[CH2:16][CH2:15][N:14]([CH2:17][CH2:18][N:19]3[C:28]4[C:23](=[N:24][CH:25]=[C:26]([O:29][CH3:30])[CH:27]=4)[CH:22]=[CH:21][C:20]3=[O:31])[CH2:13][CH2:12]2)[CH:5]=[CH:6][C:7]=1[Cl:8], predict the reactants needed to synthesize it. The reactants are: [Cl:1][C:2]1[CH:3]=[C:4]([CH2:9][NH:10][CH:11]2[CH2:16][CH2:15][N:14]([CH2:17][CH2:18][N:19]3[C:28]4[C:23](=[N:24][CH:25]=[C:26]([O:29][CH3:30])[CH:27]=4)[CH:22]=[CH:21][C:20]3=[O:31])[CH2:13][CH2:12]2)[CH:5]=[CH:6][C:7]=1[Cl:8].[ClH:32]. (2) Given the product [CH3:11][O:10][C:4]1[CH:3]=[C:2]([C:13]2[O:12][CH:16]=[CH:15][CH:14]=2)[CH:7]=[C:6]([O:8][CH3:9])[CH:5]=1, predict the reactants needed to synthesize it. The reactants are: Br[C:2]1[CH:7]=[C:6]([O:8][CH3:9])[CH:5]=[C:4]([O:10][CH3:11])[CH:3]=1.[O:12]1[CH:16]=[CH:15][CH:14]=[C:13]1B(O)O. (3) Given the product [CH3:24][O:23][C:20]1[CH:21]=[CH:22][C:17]([N:7]([C:28]2[CH:27]=[CH:26][C:25]([O:1][CH3:3])=[CH:30][CH:29]=2)[C:8]2[CH:15]=[CH:14][C:11]([CH:12]=[CH:13][C:40]3[CH:41]=[CH:37][C:35]([O:34][CH3:33])=[CH:38][CH:39]=3)=[CH:10][CH:9]=2)=[CH:18][CH:19]=1, predict the reactants needed to synthesize it. The reactants are: [O:1]([C:3](C)(C)C)[Na].[NH2:7][C:8]1[CH:15]=[CH:14][C:11]([CH:12]=[CH2:13])=[CH:10][CH:9]=1.I[C:17]1[CH:22]=[CH:21][C:20]([O:23][CH3:24])=[CH:19][CH:18]=1.[C:25]1(C)[CH:30]=[CH:29][CH:28]=[CH:27][CH:26]=1.C[CH2:33][O:34][C:35]([CH3:37])=O.[CH3:38][CH2:39][CH2:40][CH2:41]CC. (4) Given the product [Br:4][C:5]1[CH:6]=[C:7]([CH:8]([OH:9])[CH3:1])[CH:10]=[C:11]([N+:13]([O-:15])=[O:14])[CH:12]=1, predict the reactants needed to synthesize it. The reactants are: [CH3:1][Mg]Br.[Br:4][C:5]1[CH:6]=[C:7]([CH:10]=[C:11]([N+:13]([O-:15])=[O:14])[CH:12]=1)[CH:8]=[O:9]. (5) Given the product [C:29]([O:33][C:34]([N:36]1[CH2:41][CH2:40][C:39](=[CH:20][C:18]2[O:17][N:16]=[C:15]([CH3:14])[N:19]=2)[CH2:38][CH2:37]1)=[O:35])([CH3:32])([CH3:30])[CH3:31], predict the reactants needed to synthesize it. The reactants are: BrCC1C=C(C2OC=CC=2)N(C)N=1.[CH3:14][C:15]1[N:19]=[C:18]([CH2:20]P(=O)(OCC)OCC)[O:17][N:16]=1.[C:29]([O:33][C:34]([N:36]1[CH2:41][CH2:40][C:39](=O)[CH2:38][CH2:37]1)=[O:35])([CH3:32])([CH3:31])[CH3:30].